From a dataset of Forward reaction prediction with 1.9M reactions from USPTO patents (1976-2016). Predict the product of the given reaction. The product is: [NH2:1][C:2]1[C:3]([C:8]([O:10][CH2:11][CH3:12])=[O:9])=[N:4][CH:5]=[CH:6][CH:7]=1. Given the reactants [NH2:1][C:2]1[C:3]([C:8]([OH:10])=[O:9])=[N:4][CH:5]=[CH:6][CH:7]=1.[CH2:11](Cl)[CH2:12]Cl, predict the reaction product.